This data is from Reaction yield outcomes from USPTO patents with 853,638 reactions. The task is: Predict the reaction yield, written as a fraction of the theoretical maximum amount of product (1.0 means a 100% yield; for example, 0.34 means a 34% yield). (1) The reactants are C(NC(C1SC(N2CCN(CC3C=C(C=CC=3)C(OCC)=O)C2=O)=NC=1C)=O)C1C=CC=CC=1.[F:35][C:36]1[CH:62]=[CH:61][C:39]([CH2:40][N:41]2[CH2:45][CH2:44][N:43]([C:46]3[S:47][C:48]([C:55]([O:57]CC)=[O:56])=[C:49]([C:51]([F:54])([F:53])[F:52])[N:50]=3)[C:42]2=[O:60])=[CH:38][CH:37]=1. No catalyst specified. The product is [F:35][C:36]1[CH:37]=[CH:38][C:39]([CH2:40][N:41]2[CH2:45][CH2:44][N:43]([C:46]3[S:47][C:48]([C:55]([OH:57])=[O:56])=[C:49]([C:51]([F:54])([F:52])[F:53])[N:50]=3)[C:42]2=[O:60])=[CH:61][CH:62]=1. The yield is 0.690. (2) The reactants are [ClH:1].C(N(CC)CCNC(C1C=CC2C(=CC=C(I)C=2)C=1)=O)C.[CH2:23]([N:25]([CH2:46][CH3:47])[CH2:26][CH2:27][NH:28][C:29]([C:31]1[C:44]2[C:35](=[CH:36][C:37]3[C:42]([N:43]=2)=[CH:41][CH:40]=[CH:39][C:38]=3[I:45])[CH:34]=[CH:33][CH:32]=1)=[O:30])[CH3:24].[K+].[Br-]. No catalyst specified. The yield is 0.720. The product is [ClH:1].[ClH:1].[CH2:46]([N:25]([CH2:23][CH3:24])[CH2:26][CH2:27][NH:28][C:29]([C:31]1[C:44]2[C:35](=[CH:36][C:37]3[C:42]([N:43]=2)=[CH:41][CH:40]=[CH:39][C:38]=3[I:45])[CH:34]=[CH:33][CH:32]=1)=[O:30])[CH3:47]. (3) The reactants are [CH3:1][NH:2][C:3]1[C:12]2[C:7](=[CH:8][CH:9]=[C:10](B3OC(C)(C)C(C)(C)O3)[CH:11]=2)[N:6]=[C:5]([C:22]2[CH:23]=[N:24][CH:25]=[CH:26][CH:27]=2)[N:4]=1.Br[C:29]1[CH:30]=[CH:31][C:32]([O:39][CH3:40])=[C:33]([NH:35][C:36](=[O:38])[CH3:37])[CH:34]=1.O.[O-]P([O-])([O-])=O.[K+].[K+].[K+].O. The catalyst is O1CCOCC1. The product is [CH3:40][O:39][C:32]1[CH:31]=[CH:30][C:29]([C:10]2[CH:11]=[C:12]3[C:7](=[CH:8][CH:9]=2)[N:6]=[C:5]([C:22]2[CH:23]=[N:24][CH:25]=[CH:26][CH:27]=2)[N:4]=[C:3]3[NH:2][CH3:1])=[CH:34][C:33]=1[NH:35][C:36](=[O:38])[CH3:37]. The yield is 0.460. (4) The reactants are [NH:1]1[CH2:9][CH2:8][CH:4]([C:5]([NH2:7])=[O:6])[CH2:3][CH2:2]1.S([O-])([O-])(=O)=O.[Na+].[Na+].[CH:17]([C:19]1[CH:52]=[CH:51][C:22]([C:23]([CH2:25][NH:26][CH2:27][CH2:28][N:29]2[CH2:34][CH2:33][CH:32]([O:35][C:36](=[O:50])[NH:37][C:38]3[CH:43]=[CH:42][CH:41]=[CH:40][C:39]=3[C:44]3[CH:49]=[CH:48][CH:47]=[CH:46][CH:45]=3)[CH2:31][CH2:30]2)=[O:24])=[CH:21][CH:20]=1)=O.C(O[BH-](OC(=O)C)OC(=O)C)(=O)C.[Na+]. The catalyst is C(O)(C)C.C(O)(=O)C. The product is [C:5]([CH:4]1[CH2:8][CH2:9][N:1]([CH2:17][C:19]2[CH:20]=[CH:21][C:22]([C:23]([CH2:25][NH:26][CH2:27][CH2:28][N:29]3[CH2:34][CH2:33][CH:32]([O:35][C:36](=[O:50])[NH:37][C:38]4[CH:43]=[CH:42][CH:41]=[CH:40][C:39]=4[C:44]4[CH:45]=[CH:46][CH:47]=[CH:48][CH:49]=4)[CH2:31][CH2:30]3)=[O:24])=[CH:51][CH:52]=2)[CH2:2][CH2:3]1)(=[O:6])[NH2:7]. The yield is 0.800.